Dataset: Catalyst prediction with 721,799 reactions and 888 catalyst types from USPTO. Task: Predict which catalyst facilitates the given reaction. (1) Reactant: [CH:1]1[C:11]2[CH2:10][CH2:9][C:8]3[CH:12]=[CH:13][CH:14]=[CH:15][C:7]=3[N:6]([CH2:16][CH2:17][CH:18]=O)[C:5]=2[CH:4]=[CH:3][CH:2]=1.[C:20]([CH2:22][CH2:23][CH2:24][N:25]1[CH2:30][CH2:29][NH:28][CH2:27][CH2:26]1)#[N:21]. Product: [CH:1]1[C:11]2[CH2:10][CH2:9][C:8]3[CH:12]=[CH:13][CH:14]=[CH:15][C:7]=3[N:6]([CH2:16][CH2:17][CH2:18][N:28]3[CH2:29][CH2:30][N:25]([CH2:24][CH2:23][CH2:22][C:20]#[N:21])[CH2:26][CH2:27]3)[C:5]=2[CH:4]=[CH:3][CH:2]=1. The catalyst class is: 2. (2) Reactant: S(Cl)(Cl)=O.CO.[NH2:7][C:8]1[CH:16]=[CH:15][C:11]([C:12]([OH:14])=[O:13])=[CH:10][C:9]=1[O:17][C:18]([F:21])([F:20])[F:19].[C:22](=O)(O)[O-].[Na+]. Product: [NH2:7][C:8]1[CH:16]=[CH:15][C:11]([C:12]([O:14][CH3:22])=[O:13])=[CH:10][C:9]=1[O:17][C:18]([F:19])([F:20])[F:21]. The catalyst class is: 6. (3) Reactant: [NH2:1][C:2]1[CH:10]=[N:9][CH:8]=[C:7]([O:11][CH3:12])[C:3]=1[C:4]([NH2:6])=[O:5].[C:13](=S)=[S:14].C1CCN2C(=NCCC2)CC1. Product: [SH:14][C:13]1[NH:6][C:4](=[O:5])[C:3]2[C:7]([O:11][CH3:12])=[CH:8][N:9]=[CH:10][C:2]=2[N:1]=1. The catalyst class is: 517. (4) Reactant: [CH2:1]([N:8]1[CH2:13][CH2:12][O:11][CH:10]([C:14]2[CH:19]=[CH:18][C:17]([OH:20])=[C:16]([Cl:21])[CH:15]=2)[CH2:9]1)[C:2]1[CH:7]=[CH:6][CH:5]=[CH:4][CH:3]=1.[Cl:22][C:23]1[CH:30]=[CH:29][CH:28]=[C:27]([Cl:31])[C:24]=1[CH2:25]Br.C([O-])([O-])=O.[Cs+].[Cs+]. Product: [CH2:1]([N:8]1[CH2:13][CH2:12][O:11][CH:10]([C:14]2[CH:19]=[CH:18][C:17]([O:20][CH2:25][C:24]3[C:23]([Cl:22])=[CH:30][CH:29]=[CH:28][C:27]=3[Cl:31])=[C:16]([Cl:21])[CH:15]=2)[CH2:9]1)[C:2]1[CH:3]=[CH:4][CH:5]=[CH:6][CH:7]=1. The catalyst class is: 23. (5) Reactant: [O:1]1[CH:5]=[CH:4][C:3]([C:6]([NH:8][C:9]2[CH:10]=[CH:11][C:12]([CH3:24])=[C:13]([C:15]3[CH:20]=[CH:19][C:18]([C:21](O)=[O:22])=[CH:17][CH:16]=3)[CH:14]=2)=[O:7])=[CH:2]1.[C:25]([O:29][C:30]([N:32]1[CH2:37][CH2:36][CH:35]([CH2:38][NH2:39])[CH2:34][CH2:33]1)=[O:31])([CH3:28])([CH3:27])[CH3:26].CN(C(ON1N=NC2C=CC=NC1=2)=[N+](C)C)C.F[P-](F)(F)(F)(F)F.C1C=CC2N(O)N=NC=2C=1.CCN(C(C)C)C(C)C. Product: [C:25]([O:29][C:30]([N:32]1[CH2:37][CH2:36][CH:35]([CH2:38][NH:39][C:21]([C:18]2[CH:17]=[CH:16][C:15]([C:13]3[C:12]([CH3:24])=[CH:11][CH:10]=[C:9]([NH:8][C:6]([C:3]4[CH:4]=[CH:5][O:1][CH:2]=4)=[O:7])[CH:14]=3)=[CH:20][CH:19]=2)=[O:22])[CH2:34][CH2:33]1)=[O:31])([CH3:28])([CH3:27])[CH3:26]. The catalyst class is: 39. (6) Reactant: [NH:1]1[C:5]2[CH:6]=[CH:7][CH:8]=[CH:9][C:4]=2[N:3]=[C:2]1[C:10]([N:12]([CH2:34][CH:35]([CH3:37])[CH3:36])[C@H:13]1[CH2:18][C@@H:17]([C:19]([N:21]2[CH2:26][CH2:25][O:24][CH2:23][CH2:22]2)=[O:20])[CH2:16][N:15]([C:27]([O:29][C:30]([CH3:33])([CH3:32])[CH3:31])=[O:28])[CH2:14]1)=[O:11].CS(O[CH2:43][CH2:44][C:45]1[S:46][CH:47]=[CH:48][CH:49]=1)(=O)=O.C(=O)([O-])[O-].[Cs+].[Cs+]. Product: [CH3:36][CH:35]([CH3:37])[CH2:34][N:12]([C:10]([C:2]1[N:3]([CH2:43][CH2:44][C:45]2[S:46][CH:47]=[CH:48][CH:49]=2)[C:4]2[CH:9]=[CH:8][CH:7]=[CH:6][C:5]=2[N:1]=1)=[O:11])[C@H:13]1[CH2:18][C@@H:17]([C:19]([N:21]2[CH2:22][CH2:23][O:24][CH2:25][CH2:26]2)=[O:20])[CH2:16][N:15]([C:27]([O:29][C:30]([CH3:31])([CH3:32])[CH3:33])=[O:28])[CH2:14]1. The catalyst class is: 9. (7) Reactant: C1(P(=O)(O)O)C=CC=CC=1.[S:11]([O-:15])([O-])(=O)=[O:12].C([N+:20]([CH2:29][CH2:30][CH2:31]C)([CH2:25]CCC)CCCC)CCC.C([N+:37](CCCC)(CCCC)CCCC)CCC.OO.[CH3:52][C:53]([CH3:65])([CH2:62][CH:63]=[CH2:64])[CH2:54]SC1N=CC=CN=1. Product: [CH3:52][C:53]([CH3:65])([CH2:62][CH:63]=[CH2:64])[CH2:54][S:11]([C:25]1[N:20]=[CH:29][CH:30]=[CH:31][N:37]=1)(=[O:15])=[O:12]. The catalyst class is: 260. (8) Reactant: [C:1]([O:5][C:6](=[O:17])[NH:7][C@H:8]([C:11]1[CH:16]=[CH:15][CH:14]=[CH:13][CH:12]=1)[CH2:9][NH2:10])([CH3:4])([CH3:3])[CH3:2].CN1CCOCC1.N[C:26]([CH3:30])([CH3:29])[CH2:27][OH:28]. Product: [C:1]([O:5][C:6](=[O:17])[NH:7][C@H:8]([C:11]1[CH:12]=[CH:13][CH:14]=[CH:15][CH:16]=1)[CH2:9][NH:10][C:26]([CH3:30])([CH3:29])[CH2:27][OH:28])([CH3:4])([CH3:2])[CH3:3]. The catalyst class is: 1. (9) Reactant: [CH2:1]([O:8][C:9]([N:11]1[CH2:15][C@H:14]([OH:16])[CH2:13][C@H:12]1[C:17]([OH:19])=O)=[O:10])[C:2]1[CH:7]=[CH:6][CH:5]=[CH:4][CH:3]=1.C(N(CC)C(C)C)(C)C.C(Cl)(=O)C(C)(C)C.[CH2:36]([CH:43]1[CH2:48][CH2:47][NH:46][CH2:45][CH2:44]1)[C:37]1[CH:42]=[CH:41][CH:40]=[CH:39][CH:38]=1. Product: [CH2:1]([O:8][C:9]([N:11]1[CH2:15][C@H:14]([OH:16])[CH2:13][C@H:12]1[C:17]([N:46]1[CH2:47][CH2:48][CH:43]([CH2:36][C:37]2[CH:42]=[CH:41][CH:40]=[CH:39][CH:38]=2)[CH2:44][CH2:45]1)=[O:19])=[O:10])[C:2]1[CH:3]=[CH:4][CH:5]=[CH:6][CH:7]=1. The catalyst class is: 4.